Dataset: Catalyst prediction with 721,799 reactions and 888 catalyst types from USPTO. Task: Predict which catalyst facilitates the given reaction. (1) Reactant: [I:1][C:2]1[CH:9]=[C:8]([O:10][CH2:11][C:12]2[CH:17]=[CH:16][C:15]([O:18][CH3:19])=[CH:14][CH:13]=2)[CH:7]=[CH:6][C:3]=1[CH:4]=O.[CH3:20][C:21]([CH3:23])=[O:22].[OH-].[Na+]. Product: [I:1][C:2]1[CH:9]=[C:8]([O:10][CH2:11][C:12]2[CH:17]=[CH:16][C:15]([O:18][CH3:19])=[CH:14][CH:13]=2)[CH:7]=[CH:6][C:3]=1[CH:4]=[CH:20][C:21](=[O:22])[CH3:23]. The catalyst class is: 6. (2) Reactant: [C:1]1([SH:7])[CH:6]=[CH:5][CH:4]=[CH:3][CH:2]=1.[H-].[Na+].[CH2:10]([C:14]1[N:15]([CH2:28][CH2:29][CH2:30]Cl)[C:16]2[C:25]3[CH:24]=[CH:23][CH:22]=[CH:21][C:20]=3[N:19]=[C:18]([NH2:26])[C:17]=2[N:27]=1)[CH2:11][CH2:12][CH3:13]. Product: [CH2:10]([C:14]1[N:15]([CH2:28][CH2:29][CH2:30][S:7][C:1]2[CH:6]=[CH:5][CH:4]=[CH:3][CH:2]=2)[C:16]2[C:25]3[CH:24]=[CH:23][CH:22]=[CH:21][C:20]=3[N:19]=[C:18]([NH2:26])[C:17]=2[N:27]=1)[CH2:11][CH2:12][CH3:13]. The catalyst class is: 9. (3) Reactant: [F:1][C:2]([F:17])([F:16])[C:3]1[NH:4][C:5]2[C:10]([C:11]=1[CH3:12])=[CH:9][CH:8]=[CH:7][C:6]=2[C:13]([OH:15])=O.[N:18]1([C:23]2[CH:24]=[C:25]([CH:27]=[CH:28][CH:29]=2)[NH2:26])[CH:22]=[N:21][CH:20]=[N:19]1.Cl.C(N=C=NCCCN(C)C)C. Product: [N:18]1([C:23]2[CH:24]=[C:25]([NH:26][C:13]([C:6]3[CH:7]=[CH:8][CH:9]=[C:10]4[C:5]=3[NH:4][C:3]([C:2]([F:1])([F:17])[F:16])=[C:11]4[CH3:12])=[O:15])[CH:27]=[CH:28][CH:29]=2)[CH:22]=[N:21][CH:20]=[N:19]1. The catalyst class is: 112. (4) Reactant: [Br:1][C:2]1[CH:7]=[CH:6][C:5]([OH:8])=[CH:4][CH:3]=1.C([O-])([O-])=O.[K+].[K+].CC1C=CC(S(O[CH:26]2[CH2:29][O:28][CH2:27]2)(=O)=O)=CC=1. Product: [Br:1][C:2]1[CH:7]=[CH:6][C:5]([O:8][CH:26]2[CH2:29][O:28][CH2:27]2)=[CH:4][CH:3]=1. The catalyst class is: 31. (5) The catalyst class is: 7. Reactant: [F:1][C:2]1[CH:7]=[C:6]([N:8]([CH2:21][C:22]2[CH:23]=[C:24]([C:28]3[C:33]([CH3:34])=[CH:32][C:31]([OH:35])=[CH:30][C:29]=3[CH3:36])[CH:25]=[CH:26][CH:27]=2)[S:9]([C:12]2[CH:17]=[CH:16][CH:15]=[CH:14][C:13]=2[N+:18]([O-:20])=[O:19])(=[O:11])=[O:10])[CH:5]=[CH:4][C:3]=1[CH2:37][CH2:38][C:39]([O:41][C:42]([CH3:45])([CH3:44])[CH3:43])=[O:40].[S:46]1[CH2:51][CH2:50][CH:49](O)[CH2:48][CH2:47]1.C1(P(C2C=CC=CC=2)C2C=CC=CC=2)C=CC=CC=1.N(C(OCC)=O)=NC(OCC)=O. Product: [CH3:36][C:29]1[CH:30]=[C:31]([O:35][CH:49]2[CH2:50][CH2:51][S:46][CH2:47][CH2:48]2)[CH:32]=[C:33]([CH3:34])[C:28]=1[C:24]1[CH:25]=[CH:26][CH:27]=[C:22]([CH2:21][N:8]([S:9]([C:12]2[CH:17]=[CH:16][CH:15]=[CH:14][C:13]=2[N+:18]([O-:20])=[O:19])(=[O:10])=[O:11])[C:6]2[CH:5]=[CH:4][C:3]([CH2:37][CH2:38][C:39]([O:41][C:42]([CH3:45])([CH3:44])[CH3:43])=[O:40])=[C:2]([F:1])[CH:7]=2)[CH:23]=1.